Dataset: Full USPTO retrosynthesis dataset with 1.9M reactions from patents (1976-2016). Task: Predict the reactants needed to synthesize the given product. Given the product [CH3:31][N:5]([CH2:6][CH2:7][CH2:8][N:9]1[C:13]([C:14]2[CH:19]=[CH:18][CH:17]=[CH:16][N:15]=2)=[CH:12][C:11]([C:20](=[O:22])[N:25]([O:26][CH3:27])[CH3:24])=[N:10]1)[C:3](=[O:4])[OH:2], predict the reactants needed to synthesize it. The reactants are: C[O:2][C:3]([NH:5][CH2:6][CH2:7][CH2:8][N:9]1[C:13]([C:14]2[CH:19]=[CH:18][CH:17]=[CH:16][N:15]=2)=[CH:12][C:11]([C:20]([OH:22])=O)=[N:10]1)=[O:4].Cl.[CH3:24][NH:25][O:26][CH3:27].P(Cl)(OC1C=CC=CC=1)(O[C:31]1C=CC=CC=1)=O.C(N(C(C)C)CC)(C)C.